Dataset: Human liver microsome stability data. Task: Regression/Classification. Given a drug SMILES string, predict its absorption, distribution, metabolism, or excretion properties. Task type varies by dataset: regression for continuous measurements (e.g., permeability, clearance, half-life) or binary classification for categorical outcomes (e.g., BBB penetration, CYP inhibition). Dataset: hlm. (1) The molecule is COCCOc1ccc2c(N3CCN(C(=O)Nc4ccc(Oc5ccc6[nH]ccc6c5)cc4)CC3)ncnc2c1. The result is 0 (unstable in human liver microsomes). (2) The molecule is Nc1ccc(-c2ccc(C(=O)N[C@@H](Cc3c[nH]c4ccccc34)C(=O)Nc3ccncc3)c(F)c2)cc1. The result is 1 (stable in human liver microsomes). (3) The drug is Cc1ccc(C(C)(O)c2nc(-n3ccc(NC(=O)c4cscn4)cc3=O)c[nH]2)cc1. The result is 0 (unstable in human liver microsomes).